From a dataset of Full USPTO retrosynthesis dataset with 1.9M reactions from patents (1976-2016). Predict the reactants needed to synthesize the given product. (1) Given the product [C:35]1([C:5]2[C:6]3[C:7]([N:8]4[CH2:13][CH2:12][CH:11]([CH2:14][O:15][CH2:16][CH2:17][N:18]5[CH2:22][CH2:21][CH2:20][CH2:19]5)[CH2:10][CH2:9]4)=[N:23][N:24]([S:25]([C:28]4[CH:33]=[CH:32][C:31]([CH3:34])=[CH:30][CH:29]=4)(=[O:27])=[O:26])[C:2]=3[S:3][CH:4]=2)[CH:40]=[CH:39][CH:38]=[CH:37][CH:36]=1, predict the reactants needed to synthesize it. The reactants are: Br[C:2]1[S:3][C:4](Br)=[C:5]([C:35]2[CH:40]=[CH:39][CH:38]=[CH:37][CH:36]=2)[C:6]=1/[C:7](=[N:23]/[NH:24][S:25]([C:28]1[CH:33]=[CH:32][C:31]([CH3:34])=[CH:30][CH:29]=1)(=[O:27])=[O:26])/[N:8]1[CH2:13][CH2:12][CH:11]([CH2:14][O:15][CH2:16][CH2:17][N:18]2[CH2:22][CH2:21][CH2:20][CH2:19]2)[CH2:10][CH2:9]1.C(=O)([O-])[O-].[K+].[K+]. (2) Given the product [C:1]([O:5][C:6](=[O:28])[NH:7][C:8]1[CH:13]=[CH:12][C:11]([C:14]#[C:15][C:16]2[CH:21]=[CH:20][C:19]([O:22][C:23]([F:26])([F:25])[F:24])=[CH:18][CH:17]=2)=[CH:10][C:9]=1[NH:27][C:32](=[O:31])[CH2:33][C:34]([C:36]1[CH:43]=[CH:42][CH:41]=[C:38]([C:39]#[N:40])[CH:37]=1)=[O:35])([CH3:4])([CH3:2])[CH3:3], predict the reactants needed to synthesize it. The reactants are: [C:1]([O:5][C:6](=[O:28])[NH:7][C:8]1[CH:13]=[CH:12][C:11]([C:14]#[C:15][C:16]2[CH:21]=[CH:20][C:19]([O:22][C:23]([F:26])([F:25])[F:24])=[CH:18][CH:17]=2)=[CH:10][C:9]=1[NH2:27])([CH3:4])([CH3:3])[CH3:2].CC1(C)[O:35][C:34]([C:36]2[CH:37]=[C:38]([CH:41]=[CH:42][CH:43]=2)[C:39]#[N:40])=[CH:33][C:32](=O)[O:31]1. (3) Given the product [F:19][C:20]1[CH:21]=[C:22]([S:26]([N:29]([CH:30]([CH3:31])[CH3:32])[CH2:33][C:34]([NH:45][CH2:46][C:47]2[CH:69]=[CH:68][N:64]=[C:65]([C:66]3[CH:76]=[CH:8][C:3]([C:2]([F:1])([F:17])[F:18])=[CH:4][CH:5]=3)[CH:67]=2)=[O:36])(=[O:27])=[O:28])[CH:23]=[CH:24][CH:25]=1, predict the reactants needed to synthesize it. The reactants are: [F:1][C:2]([F:18])([F:17])[C:3]1[CH:4]=[CH:5]C(C2C=C(C=CC=2)CN)=N[CH:8]=1.[F:19][C:20]1[CH:21]=[C:22]([S:26]([N:29]([CH2:33][C:34]([OH:36])=O)[CH:30]([CH3:32])[CH3:31])(=[O:28])=[O:27])[CH:23]=[CH:24][CH:25]=1.CN(C(O[N:45]1N=N[C:47]2C=CC=N[C:46]1=2)=[N+](C)C)C.F[P-](F)(F)(F)(F)F.C([N:64]([CH2:68][CH3:69])[CH:65]([CH3:67])[CH3:66])(C)C.OS([O-])(=O)=O.[K+].[CH2:76](Cl)Cl. (4) Given the product [CH3:23][O:24][NH:25][C@@H:26]([CH3:37])[CH2:27][C:28]1[C:29]([Cl:36])=[CH:30][C:31]([Cl:35])=[CH:32][C:33]=1[Cl:34], predict the reactants needed to synthesize it. The reactants are: C[C@H](N)[C@H](O)C1C=CC=CC=1.N[C@@H](C)[C@@H](C1C=CC=CC=1)O.[CH3:23][O:24]/[N:25]=[C:26](\[CH3:37])/[CH2:27][C:28]1[C:33]([Cl:34])=[CH:32][C:31]([Cl:35])=[CH:30][C:29]=1[Cl:36]. (5) Given the product [OH:31][C:2]1[C:11]2[C:6](=[C:7]([NH:12][C:13]([NH:15][CH2:16][C:17]3[CH:22]=[CH:21][C:20]([C:23]([F:26])([F:25])[F:24])=[CH:19][CH:18]=3)=[O:14])[CH:8]=[CH:9][CH:10]=2)[CH:5]=[CH:4][N:3]=1, predict the reactants needed to synthesize it. The reactants are: Cl[C:2]1[C:11]2[C:6](=[C:7]([NH:12][C:13]([NH:15][CH2:16][C:17]3[CH:22]=[CH:21][C:20]([C:23]([F:26])([F:25])[F:24])=[CH:19][CH:18]=3)=[O:14])[CH:8]=[CH:9][CH:10]=2)[CH:5]=[CH:4][N:3]=1.Cl.C1C[O:31]CC1. (6) Given the product [Br:1][C:2]1[CH:3]=[CH:4][C:5](/[CH:8]=[CH:9]/[C@@H:10]2[C@H:11]3[C@:15]([CH2:35][CH2:36][C:37]([O:39][C:40]([CH3:43])([CH3:42])[CH3:41])=[O:38])([C:14](=[O:22])[O:13][C@@H:12]3[CH3:23])[CH2:16][C:17]([F:20])([F:21])[C@H:18]2[CH3:19])=[N:6][CH:7]=1, predict the reactants needed to synthesize it. The reactants are: [Br:1][C:2]1[CH:3]=[CH:4][C:5](/[CH:8]=[CH:9]/[C@H:10]2[C@H:18]([CH3:19])[C:17]([F:21])([F:20])[CH2:16][C@@H:15]3[C@H:11]2[C@@H:12]([CH3:23])[O:13][C:14]3=[O:22])=[N:6][CH:7]=1.[Li+].C[Si]([N-][Si](C)(C)C)(C)C.Br[CH2:35][CH2:36][C:37]([O:39][C:40]([CH3:43])([CH3:42])[CH3:41])=[O:38]. (7) Given the product [OH:8][C:7]1[C:2]2[N:3]([CH:10]=[C:11]([CH3:12])[N:1]=2)[CH:4]=[CH:5][CH:6]=1, predict the reactants needed to synthesize it. The reactants are: [NH2:1][C:2]1[C:7]([OH:8])=[CH:6][CH:5]=[CH:4][N:3]=1.Cl[CH2:10][C:11](=O)[CH3:12]. (8) Given the product [F:21][C:17]1[C:18]([F:20])=[C:19]2[C:14]([N:13]=[CH:12][C:11](=[O:22])[N:10]2[CH2:9][CH2:8][N:5]2[CH2:6][CH2:7][CH:2]([NH:1][CH2:34][C:32]3[CH:31]=[CH:30][C:27]4[O:28][CH2:29][C:24](=[O:23])[NH:25][C:26]=4[N:33]=3)[CH2:3][CH2:4]2)=[CH:15][CH:16]=1, predict the reactants needed to synthesize it. The reactants are: [NH2:1][CH:2]1[CH2:7][CH2:6][N:5]([CH2:8][CH2:9][N:10]2[C:19]3[C:14](=[CH:15][CH:16]=[C:17]([F:21])[C:18]=3[F:20])[N:13]=[CH:12][C:11]2=[O:22])[CH2:4][CH2:3]1.[O:23]=[C:24]1[CH2:29][O:28][C:27]2[CH:30]=[CH:31][C:32]([CH:34]=O)=[N:33][C:26]=2[NH:25]1.C(O[BH-](OC(=O)C)OC(=O)C)(=O)C.[Na+].